From a dataset of Forward reaction prediction with 1.9M reactions from USPTO patents (1976-2016). Predict the product of the given reaction. (1) The product is: [Cl:10][C:11]1[CH:33]=[CH:32][C:14]2[NH:15][C:16]([S:18][C:19]3[C:24]4[NH:25][C:26](=[O:28])[NH:27][C:23]=4[CH:22]=[C:21]([C:29]([NH:37][CH2:36][CH2:34][OH:35])=[O:30])[CH:20]=3)=[N:17][C:13]=2[CH:12]=1. Given the reactants CCN(C(C)C)C(C)C.[Cl:10][C:11]1[CH:33]=[CH:32][C:14]2[NH:15][C:16]([S:18][C:19]3[C:24]4[NH:25][C:26](=[O:28])[NH:27][C:23]=4[CH:22]=[C:21]([C:29](O)=[O:30])[CH:20]=3)=[N:17][C:13]=2[CH:12]=1.[CH2:34]([CH2:36][NH2:37])[OH:35].CN(C(ON1N=NC2C=CC=CC1=2)=[N+](C)C)C.[B-](F)(F)(F)F, predict the reaction product. (2) The product is: [Br:1][C:2]1[CH:3]=[C:4]2[C:5](=[CH:7][CH:8]=1)[NH:6][N:16]=[C:9]2[OH:11]. Given the reactants [Br:1][C:2]1[CH:8]=[CH:7][C:5]([NH2:6])=[C:4]([C:9]([OH:11])=O)[CH:3]=1.BrC1C=CC=C2C=1C(O)=[N:16]N2, predict the reaction product.